This data is from Peptide-MHC class I binding affinity with 185,985 pairs from IEDB/IMGT. The task is: Regression. Given a peptide amino acid sequence and an MHC pseudo amino acid sequence, predict their binding affinity value. This is MHC class I binding data. (1) The peptide sequence is TVAYFNMVY. The MHC is HLA-A29:02 with pseudo-sequence HLA-A29:02. The binding affinity (normalized) is 0.876. (2) The peptide sequence is RSPDGRLYK. The MHC is HLA-A03:01 with pseudo-sequence HLA-A03:01. The binding affinity (normalized) is 0.400. (3) The peptide sequence is KSRRPLTTF. The MHC is HLA-B58:01 with pseudo-sequence HLA-B58:01. The binding affinity (normalized) is 0.759. (4) The peptide sequence is WMTTEDMLTV. The MHC is HLA-A02:01 with pseudo-sequence HLA-A02:01. The binding affinity (normalized) is 0.758. (5) The peptide sequence is RGGRAFVTI. The MHC is HLA-A23:01 with pseudo-sequence HLA-A23:01. The binding affinity (normalized) is 0.400. (6) The peptide sequence is VITGIKAVYNLATCG. The MHC is H-2-Db with pseudo-sequence H-2-Db. The binding affinity (normalized) is 0. (7) The peptide sequence is VSVDNISLL. The MHC is Mamu-A01 with pseudo-sequence Mamu-A01. The binding affinity (normalized) is 0.822. (8) The peptide sequence is YRFRKSSKK. The MHC is HLA-B07:02 with pseudo-sequence HLA-B07:02. The binding affinity (normalized) is 0.0847.